From a dataset of Forward reaction prediction with 1.9M reactions from USPTO patents (1976-2016). Predict the product of the given reaction. (1) Given the reactants [Cl:1][C:2]1[C:3]([CH3:22])=[N:4][O:5][C:6]=1[N:7]([CH2:19][O:20][CH3:21])[S:8]([C:11]1[CH:15]=[CH:14][S:13][C:12]=1[C:16]([Cl:18])=[O:17])(=[O:10])=[O:9].Cl[C:24]1C(C)=NOC=1N(COC)S(C1C=C(C)SC=1C(O)=O)(=O)=O, predict the reaction product. The product is: [Cl:1][C:2]1[C:3]([CH3:22])=[N:4][O:5][C:6]=1[N:7]([CH2:19][O:20][CH3:21])[S:8]([C:11]1[CH:15]=[C:14]([CH3:24])[S:13][C:12]=1[C:16]([Cl:18])=[O:17])(=[O:9])=[O:10]. (2) Given the reactants [CH:1]1([C:4]2[CH:8]=[C:7]([CH:9]3[CH2:11][CH2:10]3)[N:6]([C:12]3[N:17]=[CH:16][C:15]([NH:18][C:19]([C:21]4[C:22]([CH3:27])=[N:23][CH:24]=[N:25][CH:26]=4)=[O:20])=[CH:14][CH:13]=3)[N:5]=2)[CH2:3][CH2:2]1.[ClH:28], predict the reaction product. The product is: [ClH:28].[CH:1]1([C:4]2[CH:8]=[C:7]([CH:9]3[CH2:11][CH2:10]3)[N:6]([C:12]3[N:17]=[CH:16][C:15]([NH:18][C:19]([C:21]4[C:22]([CH3:27])=[N:23][CH:24]=[N:25][CH:26]=4)=[O:20])=[CH:14][CH:13]=3)[N:5]=2)[CH2:2][CH2:3]1. (3) Given the reactants [F:1][C:2]1[CH:7]=[CH:6][C:5]([S:8]([OH:10])=[O:9])=[CH:4][CH:3]=1.[C:11]1(=[O:18])[CH:16]=[CH:15][C:14](=[O:17])[CH:13]=[CH:12]1, predict the reaction product. The product is: [F:1][C:2]1[CH:7]=[CH:6][C:5]([S:8]([C:16]2[CH:15]=[C:14]([OH:17])[CH:13]=[CH:12][C:11]=2[OH:18])(=[O:10])=[O:9])=[CH:4][CH:3]=1. (4) Given the reactants [CH3:1][O:2][C:3]1[CH:19]=[C:18]([NH:20][C:21]2[C:22]3[N:23]([N:32]=[CH:33][N:34]=3)[C:24]([C:27]3[CH:28]=[N:29][NH:30][CH:31]=3)=[CH:25][N:26]=2)[CH:17]=[CH:16][C:4]=1[C:5]([NH:7][CH2:8][C:9]1[CH:10]=N[C:12]([CH3:15])=[CH:13][CH:14]=1)=[O:6].C(N)C1C=CC=CC=1, predict the reaction product. The product is: [CH2:8]([NH:7][C:5](=[O:6])[C:4]1[CH:16]=[CH:17][C:18]([NH:20][C:21]2[C:22]3[N:23]([N:32]=[CH:33][N:34]=3)[C:24]([C:27]3[CH:31]=[N:30][NH:29][CH:28]=3)=[CH:25][N:26]=2)=[CH:19][C:3]=1[O:2][CH3:1])[C:9]1[CH:10]=[CH:15][CH:12]=[CH:13][CH:14]=1. (5) Given the reactants Cl.[N:2]1([CH2:7][C:8]([OH:10])=O)[CH:6]=[N:5][CH:4]=[N:3]1.[Cl:11][C:12]1[CH:40]=[CH:39][CH:38]=[CH:37][C:13]=1[CH2:14][C@H:15]1[CH2:19][NH:18][C@H:17]([C:20]([NH:22][C:23]2[CH:28]=[CH:27][C:26]([O:29][C:30]3[CH:35]=[CH:34][C:33]([F:36])=[CH:32][CH:31]=3)=[CH:25][CH:24]=2)=[O:21])[CH2:16]1, predict the reaction product. The product is: [N:2]1([CH2:7][C:8]([N:18]2[CH2:19][C@H:15]([CH2:14][C:13]3[CH:37]=[CH:38][CH:39]=[CH:40][C:12]=3[Cl:11])[CH2:16][C@H:17]2[C:20]([NH:22][C:23]2[CH:28]=[CH:27][C:26]([O:29][C:30]3[CH:31]=[CH:32][C:33]([F:36])=[CH:34][CH:35]=3)=[CH:25][CH:24]=2)=[O:21])=[O:10])[CH:6]=[N:5][CH:4]=[N:3]1. (6) Given the reactants O.[NH2:2][NH2:3].[NH2:4][C:5]1[C:6]([C:11]([O:13]C)=O)=[N:7][CH:8]=[CH:9][N:10]=1, predict the reaction product. The product is: [NH2:4][C:5]1[C:6]([C:11]([NH:2][NH2:3])=[O:13])=[N:7][CH:8]=[CH:9][N:10]=1. (7) Given the reactants Cl[C:2]1[CH:3]=[CH:4][C:5]2[N:11]3[CH2:12][C@H:8]([CH2:9][CH2:10]3)[N:7]([C:13]([NH:15][C:16]3[CH:21]=[N:20][CH:19]=[CH:18][N:17]=3)=[O:14])[C:6]=2[N:22]=1.[CH3:23][N:24]1[CH2:29][CH2:28][NH:27][CH2:26][CH2:25]1.C(=O)([O-])[O-].[Cs+].[Cs+].CC(C1C=C(C(C)C)C(C2C=CC=CC=2P(C2CCCCC2)C2CCCCC2)=C(C(C)C)C=1)C, predict the reaction product. The product is: [CH3:23][N:24]1[CH2:29][CH2:28][N:27]([C:2]2[CH:3]=[CH:4][C:5]3[N:11]4[CH2:12][C@H:8]([CH2:9][CH2:10]4)[N:7]([C:13]([NH:15][C:16]4[CH:21]=[N:20][CH:19]=[CH:18][N:17]=4)=[O:14])[C:6]=3[N:22]=2)[CH2:26][CH2:25]1. (8) Given the reactants [CH2:1]([C:4]([P:10]([OH:13])([OH:12])=[O:11])([P:6]([OH:9])([OH:8])=[O:7])[OH:5])[CH2:2][NH2:3].[OH-].[Na+:15], predict the reaction product. The product is: [CH2:1]([C:4]([P:10]([O-:13])([OH:12])=[O:11])([P:6]([O-:8])([OH:9])=[O:7])[OH:5])[CH2:2][NH2:3].[Na+:15].[Na+:15]. (9) Given the reactants [NH:1]1[CH2:6][CH2:5][NH:4][CH2:3][CH2:2]1.Cl[C:8]1[C:17]2[C:12](=[CH:13][C:14]([Cl:18])=[CH:15][CH:16]=2)[N:11]=[CH:10][CH:9]=1, predict the reaction product. The product is: [Cl:18][C:14]1[CH:13]=[C:12]2[C:17]([C:8]([N:1]3[CH2:6][CH2:5][NH:4][CH2:3][CH2:2]3)=[CH:9][CH:10]=[N:11]2)=[CH:16][CH:15]=1. (10) Given the reactants [CH3:1][S:2](Cl)(=[O:4])=[O:3].[CH2:6]([N:8]([C:16]1[S:17][C@H:18]2[O:24][C@H:23]([CH2:25][OH:26])[C@@H:22]([O:27][CH2:28][C:29]3[CH:34]=[CH:33][C:32]([O:35][CH3:36])=[CH:31][CH:30]=3)[C@H:21]([O:37][CH2:38][C:39]3[CH:44]=[CH:43][C:42]([O:45][CH3:46])=[CH:41][CH:40]=3)[C@H:19]2[N:20]=1)[C:9](=[O:15])[O:10][C:11]([CH3:14])([CH3:13])[CH3:12])[CH3:7], predict the reaction product. The product is: [CH3:1][S:2]([O:26][CH2:25][C@H:23]1[O:24][C@H:18]2[C@H:19]([N:20]=[C:16]([N:8]([C:9]([O:10][C:11]([CH3:13])([CH3:14])[CH3:12])=[O:15])[CH2:6][CH3:7])[S:17]2)[C@@H:21]([O:37][CH2:38][C:39]2[CH:40]=[CH:41][C:42]([O:45][CH3:46])=[CH:43][CH:44]=2)[C@@H:22]1[O:27][CH2:28][C:29]1[CH:34]=[CH:33][C:32]([O:35][CH3:36])=[CH:31][CH:30]=1)(=[O:4])=[O:3].